This data is from Full USPTO retrosynthesis dataset with 1.9M reactions from patents (1976-2016). The task is: Predict the reactants needed to synthesize the given product. (1) Given the product [I:1][C:2]1[C:6]2=[N:7][C:8](/[N:11]=[CH:12]/[N:13]([CH3:15])[CH3:14])=[CH:9][CH:10]=[C:5]2[N:4]([CH3:18])[CH:3]=1, predict the reactants needed to synthesize it. The reactants are: [I:1][C:2]1[C:6]2=[N:7][C:8](/[N:11]=[CH:12]/[N:13]([CH3:15])[CH3:14])=[CH:9][CH:10]=[C:5]2[NH:4][CH:3]=1.[OH-].[Na+].[CH3:18]I.O. (2) Given the product [F:27][C:28]1[CH:33]=[CH:32][C:2]([N:3]2[CH:4]=[C:5]3[CH2:10][N:9]([CH2:11][CH2:12][CH2:13][CH2:14][O:15][C:16]4[CH:25]=[C:24]5[C:19]([CH2:20][CH2:21][C:22](=[O:26])[NH:23]5)=[CH:18][CH:17]=4)[CH2:8][CH2:7][C:6]3=[N:1]2)=[CH:30][CH:29]=1, predict the reactants needed to synthesize it. The reactants are: [N:1]1[C:6]2[CH2:7][CH2:8][N:9]([CH2:11][CH2:12][CH2:13][CH2:14][O:15][C:16]3[CH:25]=[C:24]4[C:19]([CH2:20][CH2:21][C:22](=[O:26])[NH:23]4)=[CH:18][CH:17]=3)[CH2:10][C:5]=2[CH:4]=[N:3][CH:2]=1.[F:27][C:28]1[CH:33]=[CH:32]C(N2C=C3CNCCC3=N2)=[CH:30][CH:29]=1. (3) Given the product [Cl:1][C:2]1[C:3]([CH2:18][C:19]([F:21])([F:20])[F:22])=[CH:4][N:5]=[C:6]([C:8]2[CH:13]=[N:12][C:11]([C:14]([F:17])([F:15])[F:16])=[N:10][CH:9]=2)[CH:7]=1, predict the reactants needed to synthesize it. The reactants are: [Cl:1][C:2]1[CH:7]=[C:6]([C:8]2[CH:9]=[N:10][C:11]([C:14]([F:17])([F:16])[F:15])=[N:12][CH:13]=2)[N:5]=[CH:4][C:3]=1[CH:18](O)[C:19]([F:22])([F:21])[F:20].N1(C(N2C=CN=C2)=S)C=CN=C1.CC(N=NC(C#N)(C)C)(C#N)C.C([SnH](CCCC)CCCC)CCC. (4) Given the product [C:20]([O:19][C:18]([NH:17][C:15]1[N:16]=[C:11]([CH2:10][CH2:9][N:8]([C:7]2[CH:6]=[CH:5][C:4]([N+:1]([O-:3])=[O:2])=[CH:26][CH:25]=2)[C:27](=[O:28])[O:29][C:30]([CH3:33])([CH3:32])[CH3:31])[CH:12]=[CH:13][CH:14]=1)=[O:24])([CH3:23])([CH3:21])[CH3:22], predict the reactants needed to synthesize it. The reactants are: [N+:1]([C:4]1[CH:26]=[CH:25][C:7]([NH:8][CH2:9][CH2:10][C:11]2[N:16]=[C:15]([NH:17][C:18](=[O:24])[O:19][C:20]([CH3:23])([CH3:22])[CH3:21])[CH:14]=[CH:13][CH:12]=2)=[CH:6][CH:5]=1)([O-:3])=[O:2].[C:27](O[C:27]([O:29][C:30]([CH3:33])([CH3:32])[CH3:31])=[O:28])([O:29][C:30]([CH3:33])([CH3:32])[CH3:31])=[O:28]. (5) Given the product [O:15]=[C:13]1[NH:12][C:8]2=[N:9][CH:10]=[CH:11][C:6]([O:5][C:4]3[CH:3]=[C:2]([NH:1][S:28]([C:24]4[CH:25]=[CH:26][CH:27]=[C:22]([O:21][C:20]([F:19])([F:32])[F:33])[CH:23]=4)(=[O:30])=[O:29])[CH:18]=[CH:17][CH:16]=3)=[C:7]2[NH:14]1, predict the reactants needed to synthesize it. The reactants are: [NH2:1][C:2]1[CH:3]=[C:4]([CH:16]=[CH:17][CH:18]=1)[O:5][C:6]1[CH:11]=[CH:10][N:9]=[C:8]2[NH:12][C:13](=[O:15])[NH:14][C:7]=12.[F:19][C:20]([F:33])([F:32])[O:21][C:22]1[CH:23]=[C:24]([S:28](Cl)(=[O:30])=[O:29])[CH:25]=[CH:26][CH:27]=1. (6) Given the product [NH:6]1[C:7]2[C:12](=[CH:11][CH:10]=[CH:9][CH:8]=2)[C:4]([CH2:3][CH2:2][NH:1][C:20]([NH:19][C:13]2[CH:18]=[CH:17][CH:16]=[CH:15][CH:14]=2)=[O:21])=[CH:5]1, predict the reactants needed to synthesize it. The reactants are: [NH2:1][CH2:2][CH2:3][C:4]1[C:12]2[C:7](=[CH:8][CH:9]=[CH:10][CH:11]=2)[NH:6][CH:5]=1.[C:13]1([N:19]=[C:20]=[O:21])[CH:18]=[CH:17][CH:16]=[CH:15][CH:14]=1.